This data is from Forward reaction prediction with 1.9M reactions from USPTO patents (1976-2016). The task is: Predict the product of the given reaction. Given the reactants [F:1][C:2]1[C:7]([NH:8][C:9]2[C:14]([C:15]3[N:23]=[CH:22][N:21]=[C:20]4[C:16]=3[N:17]=[CH:18][N:19]4[CH:24]3[CH2:29][CH2:28][CH2:27][CH2:26][O:25]3)=[CH:13][CH:12]=[CH:11][N:10]=2)=[C:6]([F:30])[CH:5]=[CH:4][C:3]=1[NH:31][S:32]([CH2:35][CH2:36][CH3:37])(=[O:34])=[O:33].[Li+].CC([N-]C(C)C)C.[Cl:46]C(Cl)(Cl)C(Cl)(Cl)Cl, predict the reaction product. The product is: [Cl:46][C:18]1[N:19]([CH:24]2[CH2:29][CH2:28][CH2:27][CH2:26][O:25]2)[C:20]2[C:16]([N:17]=1)=[C:15]([C:14]1[C:9]([NH:8][C:7]3[C:2]([F:1])=[C:3]([NH:31][S:32]([CH2:35][CH2:36][CH3:37])(=[O:34])=[O:33])[CH:4]=[CH:5][C:6]=3[F:30])=[N:10][CH:11]=[CH:12][CH:13]=1)[N:23]=[CH:22][N:21]=2.